This data is from Reaction yield outcomes from USPTO patents with 853,638 reactions. The task is: Predict the reaction yield, written as a fraction of the theoretical maximum amount of product (1.0 means a 100% yield; for example, 0.34 means a 34% yield). The reactants are [CH:1]1([C:4]2[C:9]([C:10]([O:12]CC)=[O:11])=[CH:8][N:7]=[C:6]([O:15][CH3:16])[N:5]=2)[CH2:3][CH2:2]1.[OH-].[Na+]. The catalyst is CO. The product is [CH:1]1([C:4]2[C:9]([C:10]([OH:12])=[O:11])=[CH:8][N:7]=[C:6]([O:15][CH3:16])[N:5]=2)[CH2:2][CH2:3]1. The yield is 0.690.